Dataset: Reaction yield outcomes from USPTO patents with 853,638 reactions. Task: Predict the reaction yield, written as a fraction of the theoretical maximum amount of product (1.0 means a 100% yield; for example, 0.34 means a 34% yield). (1) The yield is 0.770. The product is [CH3:1][C:2]1[CH:7]=[CH:6][C:5]([S:8]([O:11][C:12]2[CH:17]=[CH:16][C:15]([Br:18])=[C:14]([O:19][CH2:22][O:23][CH3:24])[CH:13]=2)(=[O:10])=[O:9])=[CH:4][CH:3]=1. The reactants are [CH3:1][C:2]1[CH:7]=[CH:6][C:5]([S:8]([O:11][C:12]2[CH:17]=[CH:16][C:15]([Br:18])=[C:14]([OH:19])[CH:13]=2)(=[O:10])=[O:9])=[CH:4][CH:3]=1.[H-].[Na+].[CH3:22][O:23][CH2:24]Cl. The catalyst is CN(C=O)C.CCOC(C)=O. (2) The reactants are COC(=O)[CH2:4][NH:5][C:6](=[O:37])[C:7]1[CH:12]=[C:11]([Cl:13])[C:10]([O:14][C:15]2[CH:20]=[CH:19][N:18]=[CH:17][C:16]=2[C:21]([N:23]2[C:32]3[C:27](=[CH:28][CH:29]=[CH:30][CH:31]=3)[N:26]([CH:33]3[CH2:35][CH2:34]3)[CH2:25][CH2:24]2)=[O:22])=[CH:9][C:8]=1[Cl:36].CN(C(ON1N=NC2C=CC=NC1=2)=[N+](C)C)C.F[P-](F)(F)(F)(F)F.C(N(CC)C(C)C)(C)C.Cl.[CH2:73]([O:75][C:76](=[O:80])[CH2:77]CN)[CH3:74]. The catalyst is CN(C)C=O. The product is [CH2:73]([O:75][C:76](=[O:80])[CH2:77][CH2:4][NH:5][C:6](=[O:37])[C:7]1[CH:12]=[C:11]([Cl:13])[C:10]([O:14][C:15]2[CH:20]=[CH:19][N:18]=[CH:17][C:16]=2[C:21]([N:23]2[C:32]3[C:27](=[CH:28][CH:29]=[CH:30][CH:31]=3)[N:26]([CH:33]3[CH2:34][CH2:35]3)[CH2:25][CH2:24]2)=[O:22])=[CH:9][C:8]=1[Cl:36])[CH3:74]. The yield is 0.850. (3) The reactants are [CH3:1][C:2]1[C:6]([CH2:7][N:8]2[CH:12]=[C:11]([N:13]3[C:17](=O)[NH:16][NH:15][C:14]3=[O:19])[CH:10]=[N:9]2)=[C:5]([CH3:20])[O:4][N:3]=1.CI.[C:23](=[O:26])([O-])[O-].[Cs+].[Cs+].[C:29](#N)C.CN(C=O)C. The catalyst is Cl. The product is [CH3:1][C:2]1[C:6]([CH2:7][N:8]2[CH:12]=[C:11]([N:13]3[C:14](=[O:19])[N:15]([CH3:29])[N:16]([CH3:17])[C:23]3=[O:26])[CH:10]=[N:9]2)=[C:5]([CH3:20])[O:4][N:3]=1. The yield is 0.800.